Regression. Given two drug SMILES strings and cell line genomic features, predict the synergy score measuring deviation from expected non-interaction effect. From a dataset of NCI-60 drug combinations with 297,098 pairs across 59 cell lines. Drug 1: C1C(C(OC1N2C=C(C(=O)NC2=O)F)CO)O. Drug 2: CC1CCCC2(C(O2)CC(NC(=O)CC(C(C(=O)C(C1O)C)(C)C)O)C(=CC3=CSC(=N3)C)C)C. Cell line: SK-OV-3. Synergy scores: CSS=34.3, Synergy_ZIP=-1.45, Synergy_Bliss=-2.36, Synergy_Loewe=-12.1, Synergy_HSA=-2.15.